From a dataset of Catalyst prediction with 721,799 reactions and 888 catalyst types from USPTO. Predict which catalyst facilitates the given reaction. (1) Reactant: [Cl:1][C:2]1[CH:7]=[CH:6][CH:5]=[CH:4][C:3]=1[N:8]1[C:12]([C:13]2[CH:18]=[CH:17][C:16]([C:19]3[CH:24]=[CH:23][CH:22]=[C:21]([S:25]([CH3:28])(=[O:27])=[O:26])[CH:20]=3)=[C:15]([C:29]([N:31]3[CH2:36][CH2:35][O:34][CH2:33][CH2:32]3)=O)[CH:14]=2)=[CH:11][C:10]([C:37]([F:40])([F:39])[F:38])=[N:9]1.CO. Product: [Cl:1][C:2]1[CH:7]=[CH:6][CH:5]=[CH:4][C:3]=1[N:8]1[C:12]([C:13]2[CH:18]=[CH:17][C:16]([C:19]3[CH:24]=[CH:23][CH:22]=[C:21]([S:25]([CH3:28])(=[O:26])=[O:27])[CH:20]=3)=[C:15]([CH2:29][N:31]3[CH2:36][CH2:35][O:34][CH2:33][CH2:32]3)[CH:14]=2)=[CH:11][C:10]([C:37]([F:38])([F:39])[F:40])=[N:9]1. The catalyst class is: 1. (2) Reactant: [C:1]([O-:9])(=[O:8])[C:2]1[CH:7]=[CH:6][CH:5]=[CH:4][CH:3]=1.[Na+].C. Product: [C:1]([OH:9])(=[O:8])[C:2]1[CH:7]=[CH:6][CH:5]=[CH:4][CH:3]=1. The catalyst class is: 6. (3) Reactant: Cl.[Cl:2][C:3]1[CH:8]=[CH:7][CH:6]=[CH:5][C:4]=1[N:9]1[CH2:13][CH2:12][C@:11]2([CH2:18][CH2:17][CH2:16][N:15](C(OC(C)(C)C)=O)[CH2:14]2)[C:10]1=[O:26]. Product: [ClH:2].[Cl:2][C:3]1[CH:8]=[CH:7][CH:6]=[CH:5][C:4]=1[N:9]1[CH2:13][CH2:12][C@:11]2([CH2:18][CH2:17][CH2:16][NH:15][CH2:14]2)[C:10]1=[O:26]. The catalyst class is: 13. (4) Reactant: [CH3:1][S:2]([C:5]1[CH:10]=[CH:9][C:8]([C:11]2[CH:16]=[CH:15][N:14]3[CH:17]=[CH:18][N:19]=[C:13]3[CH:12]=2)=[CH:7][CH:6]=1)(=[O:4])=[O:3].C1C(=O)N([I:27])C(=O)C1. Product: [I:27][C:17]1[N:14]2[CH:15]=[CH:16][C:11]([C:8]3[CH:7]=[CH:6][C:5]([S:2]([CH3:1])(=[O:3])=[O:4])=[CH:10][CH:9]=3)=[CH:12][C:13]2=[N:19][CH:18]=1. The catalyst class is: 23. (5) Reactant: [CH3:1][C:2]1([C:9]2[CH:14]=[CH:13][C:12]([O:15][CH:16]([CH3:18])[CH3:17])=[CH:11][CH:10]=2)[NH:6][C:5](=[O:7])[NH:4][C:3]1=[O:8].C1(P(C2C=CC=CC=2)C2C=CC=CC=2)C=CC=CC=1.N(C(OCC)=O)=NC([O-])=O.[F:48][C:49]([F:76])([F:75])[C:50]([C:59]1[CH:64]=[CH:63][C:62]([O:65][CH2:66][CH2:67][CH2:68][CH:69](O)[CH3:70])=[C:61]([CH2:72][CH2:73][CH3:74])[CH:60]=1)([O:55]COC)[C:51]([F:54])([F:53])[F:52]. Product: [F:48][C:49]([F:75])([F:76])[C:50]([C:59]1[CH:64]=[CH:63][C:62]([O:65][CH2:66][CH2:67][CH2:68][CH:69]([N:4]2[C:3](=[O:8])[C:2]([CH3:1])([C:9]3[CH:14]=[CH:13][C:12]([O:15][CH:16]([CH3:18])[CH3:17])=[CH:11][CH:10]=3)[NH:6][C:5]2=[O:7])[CH3:70])=[C:61]([CH2:72][CH2:73][CH3:74])[CH:60]=1)([OH:55])[C:51]([F:52])([F:54])[F:53]. The catalyst class is: 359. (6) The catalyst class is: 5. Product: [OH:23][CH:20]1[C:12]2=[C:11]3[C:16](=[CH:15][CH:14]=[CH:13]2)[C:17](=[O:19])[NH:18][CH:9]([C:6]2[CH:7]=[CH:8][C:3]([O:2][CH3:1])=[CH:4][CH:5]=2)[N:10]3[CH2:22][CH2:21]1. Reactant: [CH3:1][O:2][C:3]1[CH:8]=[CH:7][C:6]([CH:9]2[NH:18][C:17](=[O:19])[C:16]3[C:11]4=[C:12]([C:20](=[O:23])[CH2:21][CH2:22][N:10]24)[CH:13]=[CH:14][CH:15]=3)=[CH:5][CH:4]=1.[BH4-].[Na+]. (7) Reactant: Br[CH2:2][CH2:3][CH2:4][CH2:5][CH2:6][C@H:7]1[CH2:12][CH2:11][C@H:10]([CH2:13][N:14]([CH3:28])[S:15]([C:18]2[CH:23]=[CH:22][C:21]([C:24]([F:27])([F:26])[F:25])=[CH:20][CH:19]=2)(=[O:17])=[O:16])[CH2:9][CH2:8]1.[CH2:29]([NH:32][CH3:33])[CH:30]=[CH2:31]. Product: [CH2:29]([N:32]([CH3:33])[CH2:2][CH2:3][CH2:4][CH2:5][CH2:6][C@H:7]1[CH2:12][CH2:11][C@H:10]([CH2:13][N:14]([CH3:28])[S:15]([C:18]2[CH:23]=[CH:22][C:21]([C:24]([F:27])([F:26])[F:25])=[CH:20][CH:19]=2)(=[O:17])=[O:16])[CH2:9][CH2:8]1)[CH:30]=[CH2:31]. The catalyst class is: 5. (8) Reactant: [CH2:1]([C:3](=[CH:9][C:10]1[CH:15]=[CH:14][C:13]([O:16][CH3:17])=[CH:12][CH:11]=1)[C:4]([O:6][CH2:7][CH3:8])=[O:5])[CH3:2]. Product: [CH2:1]([CH:3]([CH2:9][C:10]1[CH:11]=[CH:12][C:13]([O:16][CH3:17])=[CH:14][CH:15]=1)[C:4]([O:6][CH2:7][CH3:8])=[O:5])[CH3:2]. The catalyst class is: 153. (9) Reactant: [CH3:1][O:2][C:3](=[O:17])[C:4]1[CH:9]=[CH:8][C:7]([CH:10]=[N:11][OH:12])=[CH:6][C:5]=1[C:13]([F:16])([F:15])[F:14].[Cl:18]N1C(=O)CCC1=O.O. Product: [CH3:1][O:2][C:3](=[O:17])[C:4]1[CH:9]=[CH:8][C:7]([C:10]([Cl:18])=[N:11][OH:12])=[CH:6][C:5]=1[C:13]([F:15])([F:14])[F:16]. The catalyst class is: 9.